Predict the reactants needed to synthesize the given product. From a dataset of Full USPTO retrosynthesis dataset with 1.9M reactions from patents (1976-2016). (1) Given the product [Cl:26][C:20]1[CH:21]=[C:22]([Cl:25])[CH:23]=[CH:24][C:19]=1[CH2:18][CH2:17][NH:16][C:10]1[N:11]=[C:12]([O:14][CH3:15])[N:13]=[C:8]([C:21]2[CH:20]=[C:19]([C:18]3([C:1]([OH:4])=[O:2])[CH2:17][CH2:32][O:31][CH2:30][CH2:29]3)[CH:24]=[CH:23][CH:22]=2)[CH:9]=1, predict the reactants needed to synthesize it. The reactants are: [C:1]([O-:4])([O-])=[O:2].[Cs+].[Cs+].Cl[C:8]1[N:13]=[C:12]([O:14][CH3:15])[N:11]=[C:10]([NH:16][CH2:17][CH2:18][C:19]2[CH:24]=[CH:23][C:22]([Cl:25])=[CH:21][C:20]=2[Cl:26])[CH:9]=1.CO[CH2:29][CH2:30][O:31][CH3:32]. (2) Given the product [Cl:19][C:20]1[C:25]([Cl:26])=[CH:24][CH:23]=[CH:22][C:21]=1[N:27]1[CH2:32][CH2:31][N:30]([CH2:2][CH2:3][CH2:4][O:5][C:6]2[CH:15]=[CH:14][C:9]3[NH:10][C:11](=[O:13])[NH:12][C:8]=3[CH:7]=2)[CH2:29][CH2:28]1, predict the reactants needed to synthesize it. The reactants are: Br[CH2:2][CH2:3][CH2:4][O:5][C:6]1[CH:15]=[CH:14][C:9]2[NH:10][C:11](=[O:13])[NH:12][C:8]=2[CH:7]=1.[Na+].[I-].Cl.[Cl:19][C:20]1[C:25]([Cl:26])=[CH:24][CH:23]=[CH:22][C:21]=1[N:27]1[CH2:32][CH2:31][NH:30][CH2:29][CH2:28]1.C([O-])([O-])=O.[K+].[K+]. (3) Given the product [C:1]([O:5][C:6]([N:8]1[CH2:13][CH2:12][CH:11]([O:14][C:18]2[C:19]3[O:26][N:25]=[C:24]([C:27]4[CH:28]=[CH:29][C:30]([S:33]([CH3:36])(=[O:34])=[O:35])=[CH:31][CH:32]=4)[C:20]=3[N:21]=[CH:22][N:23]=2)[CH2:10][CH2:9]1)=[O:7])([CH3:4])([CH3:2])[CH3:3], predict the reactants needed to synthesize it. The reactants are: [C:1]([O:5][C:6]([N:8]1[CH2:13][CH2:12][CH:11]([OH:14])[CH2:10][CH2:9]1)=[O:7])([CH3:4])([CH3:3])[CH3:2].[H-].[Na+].Cl[C:18]1[C:19]2[O:26][N:25]=[C:24]([C:27]3[CH:32]=[CH:31][C:30]([S:33]([CH3:36])(=[O:35])=[O:34])=[CH:29][CH:28]=3)[C:20]=2[N:21]=[CH:22][N:23]=1. (4) Given the product [CH2:37]([O:36][C:34]1[CH:33]=[CH:32][C:21]2[C:22]3[C:24]4([O:29][CH2:28][C:27]([CH3:31])([CH3:30])[CH2:26][O:25]4)[C:23]=3[C:16]3[CH:15]=[CH:14][C:13]([O:12][CH2:11][CH2:10][O:9][CH2:8][CH2:7][OH:6])=[CH:41][C:17]=3[CH2:18][CH2:19][C:20]=2[CH:35]=1)[CH2:38][CH2:39][CH3:40], predict the reactants needed to synthesize it. The reactants are: [OH-].[Na+].C([O:6][CH2:7][CH2:8][O:9][CH2:10][CH2:11][O:12][C:13]1[CH:14]=[CH:15][C:16]2[C:23]3[C:24]4([O:29][CH2:28][C:27]([CH3:31])([CH3:30])[CH2:26][O:25]4)[C:22]=3[C:21]3[CH:32]=[CH:33][C:34]([O:36][CH2:37][CH2:38][CH2:39][CH3:40])=[CH:35][C:20]=3[CH2:19][CH2:18][C:17]=2[CH:41]=1)(=O)C. (5) The reactants are: [S:1]1[C:5]2[CH:6]=[CH:7][CH:8]=[CH:9][C:4]=2[N:3]=[C:2]1[C:10]([C:12]1[CH:17]=[CH:16][CH:15]=[C:14]([O:18][CH2:19][CH2:20][CH3:21])[CH:13]=1)=O.[NH2:22][CH:23]1[CH2:28][CH2:27][N:26]([CH3:29])[CH2:25][CH2:24]1. Given the product [S:1]1[C:5]2[CH:6]=[CH:7][CH:8]=[CH:9][C:4]=2[N:3]=[C:2]1[C:10](=[N:22][CH:23]1[CH2:28][CH2:27][N:26]([CH3:29])[CH2:25][CH2:24]1)[C:12]1[CH:17]=[CH:16][CH:15]=[C:14]([O:18][CH2:19][CH2:20][CH3:21])[CH:13]=1, predict the reactants needed to synthesize it. (6) The reactants are: [Cl:1][C:2]1[CH:7]=[CH:6][C:5](B2OC(C)(C)C(C)(C)O2)=[CH:4][C:3]=1[C:17]([F:20])([F:19])[CH3:18].Cl[C:22]1[CH:23]=[C:24]([CH2:28][N:29]2[CH:33]=[CH:32][N:31]=[C:30]2[CH3:34])[N:25]=[N:26][CH:27]=1. Given the product [ClH:1].[Cl:1][C:2]1[CH:7]=[CH:6][C:5]([C:22]2[CH:23]=[C:24]([CH2:28][N:29]3[CH:33]=[CH:32][N:31]=[C:30]3[CH3:34])[N:25]=[N:26][CH:27]=2)=[CH:4][C:3]=1[C:17]([F:19])([F:20])[CH3:18], predict the reactants needed to synthesize it. (7) The reactants are: C1(P(C2CCCCC2)C2C=CC=CC=2C2C(C(C)C)=CC(C(C)C)=CC=2C(C)C)CCCCC1.[CH3:35][CH:36]1[N:41]([C:42]2[CH:43]=[C:44]([NH2:54])[C:45]([N:48]3[CH2:53][CH2:52][O:51][CH2:50][CH2:49]3)=[N:46][CH:47]=2)[CH2:40][CH2:39][O:38][CH2:37]1.Cl[C:56]1[C:65]2[C:60](=[CH:61][C:62]([F:67])=[CH:63][C:64]=2[F:66])[N:59]=[C:58]([C:68]2[CH:69]=[N:70][CH:71]=[CH:72][CH:73]=2)[C:57]=1[CH3:74].CC(C)([O-])C.[Na+]. Given the product [F:66][C:64]1[CH:63]=[C:62]([F:67])[CH:61]=[C:60]2[C:65]=1[C:56]([NH:54][C:44]1[C:45]([N:48]3[CH2:49][CH2:50][O:51][CH2:52][CH2:53]3)=[N:46][CH:47]=[C:42]([N:41]3[CH2:40][CH2:39][O:38][CH2:37][CH:36]3[CH3:35])[CH:43]=1)=[C:57]([CH3:74])[C:58]([C:68]1[CH:69]=[N:70][CH:71]=[CH:72][CH:73]=1)=[N:59]2, predict the reactants needed to synthesize it. (8) Given the product [NH:36]1[CH:35]=[C:34]([CH2:33][CH2:32][NH:31][C:18]([CH:14]2[N:13]([C:11](=[O:12])[CH2:10][C@H:9]([NH:8][C:6](=[O:7])[O:5][C:1]([CH3:4])([CH3:3])[CH3:2])[CH2:21][C:22]3[CH:27]=[C:26]([F:28])[C:25]([F:29])=[CH:24][C:23]=3[F:30])[CH2:17][CH2:16][S:15]2)=[O:19])[N:38]=[CH:37]1, predict the reactants needed to synthesize it. The reactants are: [C:1]([O:5][C:6]([NH:8][C@H:9]([CH2:21][C:22]1[CH:27]=[C:26]([F:28])[C:25]([F:29])=[CH:24][C:23]=1[F:30])[CH2:10][C:11]([N:13]1[CH2:17][CH2:16][S:15][CH:14]1[C:18](O)=[O:19])=[O:12])=[O:7])([CH3:4])([CH3:3])[CH3:2].[NH2:31][CH2:32][CH2:33][C:34]1[N:38]=[CH:37][NH:36][CH:35]=1.CCN=C=NCCCN(C)C.C1C=CC2N(O)N=NC=2C=1.CCN(C(C)C)C(C)C.